This data is from Retrosynthesis with 50K atom-mapped reactions and 10 reaction types from USPTO. The task is: Predict the reactants needed to synthesize the given product. Given the product CC1(C)CCC(N[C@H]2CCN(C(=O)OC(C)(C)C)C2)CC1, predict the reactants needed to synthesize it. The reactants are: CC(C)(C)OC(=O)N1CC[C@H](N)C1.CC1(C)CCC(=O)CC1.